This data is from Forward reaction prediction with 1.9M reactions from USPTO patents (1976-2016). The task is: Predict the product of the given reaction. Given the reactants [CH2:1]([O:3]N)[CH3:2].Cl.[CH2:6](Cl)Cl.[BH3-][C:10]#[N:11].[Na+].Cl.N1[CH:19]=[CH:18][CH:17]=[CH:16][CH:15]=1, predict the reaction product. The product is: [CH2:1]([O:3][NH:11][CH2:10][C:15]1[CH:6]=[CH:19][CH:18]=[CH:17][CH:16]=1)[CH3:2].